From a dataset of Forward reaction prediction with 1.9M reactions from USPTO patents (1976-2016). Predict the product of the given reaction. Given the reactants [Mg].Br[C:3]1[S:4][CH:5]=[CH:6][C:7]=1[CH2:8][CH2:9][CH2:10][CH2:11][CH2:12][CH2:13][CH2:14][CH3:15].Br[CH:17](Br)[CH3:18].Br[C:21]1[S:22][C:23](Br)=[CH:24][CH:25]=1.Cl, predict the reaction product. The product is: [CH2:8]([C:7]1[CH:6]=[CH:5][S:4][C:3]=1[C:21]1[S:22][C:23]([C:3]2[S:4][CH:5]=[CH:6][C:7]=2[CH2:8][CH2:9][CH2:10][CH2:11][CH2:12][CH2:13][CH2:17][CH3:18])=[CH:24][CH:25]=1)[CH2:9][CH2:10][CH2:11][CH2:12][CH2:13][CH2:14][CH3:15].